From a dataset of HIV replication inhibition screening data with 41,000+ compounds from the AIDS Antiviral Screen. Binary Classification. Given a drug SMILES string, predict its activity (active/inactive) in a high-throughput screening assay against a specified biological target. (1) The drug is CCOC(=O)CSc1nc(O)c(C#N)c(-c2ccc(OC)cc2)n1. The result is 0 (inactive). (2) The drug is Cc1nc2ccccc2c(=O)n1NC(=S)NC1CCCCC1. The result is 0 (inactive). (3) The molecule is O=C1C2CC=C3CCS(=O)C3C2C(=O)N1c1ccccc1. The result is 0 (inactive). (4) The molecule is CCCCCCCCCCCC(=O)OCC(O)CO. The result is 0 (inactive). (5) The compound is COc1ccc2[nH]cc(C(=O)C(=O)NC34CC5CC(CC(C5)C3)C4)c2c1. The result is 0 (inactive). (6) The drug is CS(=O)(=O)C1S(=O)(=O)OCCOS1(=O)=O. The result is 0 (inactive). (7) The drug is COC(=O)C(CC(=O)Nc1ccc(Cl)c(Cl)c1)C(=O)C(=O)Nc1ccc(Cl)c(Cl)c1. The result is 0 (inactive). (8) The compound is O=C(O)C1C2CC(C1C(=O)O)C1C2N1S(=O)(=O)c1ccccc1. The result is 0 (inactive). (9) The drug is c1ccc(CN2CCC3(CC2)SSC2(CCN(Cc4ccccc4)CC2)SS3)cc1. The result is 0 (inactive). (10) The result is 1 (active). The drug is COc1ccccc1NC(=S)Nc1cccc(C)n1.